From a dataset of Full USPTO retrosynthesis dataset with 1.9M reactions from patents (1976-2016). Predict the reactants needed to synthesize the given product. (1) Given the product [CH3:37][NH:38][CH2:39][CH2:40][O:17][C:14]1[CH:15]=[CH:16][C:11]([CH2:10][CH2:9][NH:8][C:1](=[O:2])[O:3][C:4]([CH3:6])([CH3:7])[CH3:5])=[CH:12][CH:13]=1, predict the reactants needed to synthesize it. The reactants are: [C:1]([NH:8][CH2:9][CH2:10][C:11]1[CH:16]=[CH:15][C:14]([OH:17])=[CH:13][CH:12]=1)([O:3][C:4]([CH3:7])([CH3:6])[CH3:5])=[O:2].C1(P(C2C=CC=CC=2)C2C=CC=CC=2)C=CC=CC=1.[CH3:37][NH:38][CH2:39][CH2:40]O.CC(OC(/N=N/C(OC(C)C)=O)=O)C. (2) Given the product [Cl:14][C:15]1[CH:16]=[C:17]2[C:22](=[C:23]([Cl:25])[CH:24]=1)[CH2:21][N:20]([CH3:26])[CH2:19][CH:18]2[C:27]1[CH:28]=[C:29]([S:33]([NH:1][CH2:2][CH2:3][CH2:4][S:5]([OH:8])(=[O:7])=[O:6])(=[O:35])=[O:34])[CH:30]=[CH:31][CH:32]=1, predict the reactants needed to synthesize it. The reactants are: [NH2:1][CH2:2][CH2:3][CH2:4][S:5]([OH:8])(=[O:7])=[O:6].C(=O)(O)[O-].[Na+].[Cl:14][C:15]1[CH:16]=[C:17]2[C:22](=[C:23]([Cl:25])[CH:24]=1)[CH2:21][N:20]([CH3:26])[CH2:19][CH:18]2[C:27]1[CH:28]=[C:29]([S:33](Cl)(=[O:35])=[O:34])[CH:30]=[CH:31][CH:32]=1.Cl. (3) Given the product [CH3:7][CH2:5][OH:6].[C:13]([O:16][CH2:17][CH3:18])(=[O:15])[CH3:14], predict the reactants needed to synthesize it. The reactants are: S1(C2[C:7](=CC=CC=2)[C:5](=[O:6])N1)(=O)=O.[C:13]([O:16][CH2:17][CH3:18])(=[O:15])[CH3:14].OC(C1SC=CC=1)(C1SC=CC=1)C(O[C@H]1CC[C@H](N(CCCN2C3C=CC(CNCC(O)C4C=CC(O)=C5C=4C=CC(=O)N5)=CC=3N=N2)C)CC1)=O. (4) Given the product [CH3:22][O:21][CH2:20][CH2:19][NH:10][C@@H:3]([CH:2]([CH3:11])[CH3:1])[CH2:4][N:5]1[CH2:9][CH2:8][CH2:7][CH2:6]1, predict the reactants needed to synthesize it. The reactants are: [CH3:1][CH:2]([CH3:11])[C@H:3]([NH2:10])[CH2:4][N:5]1[CH2:9][CH2:8][CH2:7][CH2:6]1.C(=O)([O-])[O-].[K+].[K+].Br[CH2:19][CH2:20][O:21][CH3:22]. (5) Given the product [Cl:10][C:11]1[CH:17]=[CH:16][C:14]([NH:15][C:2]2[N:7]=[C:6]([C:8]#[N:9])[CH:5]=[CH:4][N:3]=2)=[CH:13][CH:12]=1, predict the reactants needed to synthesize it. The reactants are: Cl[C:2]1[N:7]=[C:6]([C:8]#[N:9])[CH:5]=[CH:4][N:3]=1.[Cl:10][C:11]1[CH:17]=[CH:16][C:14]([NH2:15])=[CH:13][CH:12]=1.